This data is from HIV replication inhibition screening data with 41,000+ compounds from the AIDS Antiviral Screen. The task is: Binary Classification. Given a drug SMILES string, predict its activity (active/inactive) in a high-throughput screening assay against a specified biological target. (1) The drug is CC1=C(C(=O)Nc2cccc(Cl)c2)C(c2ccccc2F)C(C(=O)Nc2cccc(Cl)c2)=C(C)N1. The result is 0 (inactive). (2) The drug is Nc1ncc(N)c(N)n1. The result is 0 (inactive). (3) The compound is CCN(CC)C(=O)NC(Cc1ccccc1)C(=O)NC. The result is 0 (inactive). (4) The drug is COC1C=COC2(C)Oc3c(C)c(O)c4c(O)c(cc(OCC(=O)N5C(C)CCC5C)c4c3C2=O)NC(=O)C(C)=CC=CC(C)C(O)C(C)C(O)C(C)C(OC(C)=O)C1C. The result is 0 (inactive). (5) The molecule is COC(=O)c1ccc2c(c1)CC1(C2)Cc2ccccc2C1=O. The result is 0 (inactive). (6) The molecule is CC(C)CC(NC(=O)C(Cc1ccc(O)cc1)NC(=O)C(CO)NC(=O)C(CCC(N)=O)NC(=O)C1CCCN1C(=O)C(CC(C)C)NC(=O)C(C)NC(=O)CNC(=O)C(N)CCC(N)=O)C(=O)NCC(=O)O. The result is 0 (inactive). (7) The molecule is CCOc1ccc(N=Nc2ccc3cc(C(C)=NNC(=O)C(C#N)=Cc4ccc(N(CCC#N)CCC#N)cc4)c(=O)oc3c2)cc1. The result is 0 (inactive). (8) The drug is Cc1nc(-c2ccccc2)c(C)n2c1nc1ccccc12. The result is 0 (inactive).